This data is from NCI-60 drug combinations with 297,098 pairs across 59 cell lines. The task is: Regression. Given two drug SMILES strings and cell line genomic features, predict the synergy score measuring deviation from expected non-interaction effect. (1) Drug 1: C1=CC(=CC=C1CCCC(=O)O)N(CCCl)CCCl. Drug 2: C1=NC2=C(N=C(N=C2N1C3C(C(C(O3)CO)O)O)F)N. Cell line: UACC62. Synergy scores: CSS=14.6, Synergy_ZIP=-4.88, Synergy_Bliss=-12.6, Synergy_Loewe=-12.4, Synergy_HSA=-11.7. (2) Drug 1: C1=CC(=C2C(=C1NCCNCCO)C(=O)C3=C(C=CC(=C3C2=O)O)O)NCCNCCO. Drug 2: CN(C(=O)NC(C=O)C(C(C(CO)O)O)O)N=O. Cell line: OVCAR-8. Synergy scores: CSS=41.2, Synergy_ZIP=3.16, Synergy_Bliss=3.48, Synergy_Loewe=-34.5, Synergy_HSA=3.99.